This data is from Reaction yield outcomes from USPTO patents with 853,638 reactions. The task is: Predict the reaction yield, written as a fraction of the theoretical maximum amount of product (1.0 means a 100% yield; for example, 0.34 means a 34% yield). (1) The reactants are [Cl:1][C:2]([Cl:9])([Cl:8])[CH2:3][O:4][C:5](Cl)=[O:6].[CH3:10][C@@H:11]1[N:34]([CH3:35])[CH2:33][C@:16]23[CH2:17][CH2:18][C@@H:19]4[C@@:24]5([CH3:32])[CH2:25][CH2:26][C@H:27]([N:29](C)[CH3:30])[CH2:28][C:23]5=[CH:22][CH2:21][C@H:20]4[C@@H:15]2[CH2:14][CH2:13][C@H:12]13. The catalyst is C1C=CC=CC=1. The product is [Cl:1][C:2]([Cl:9])([Cl:8])[CH2:3][O:4][C:5](=[O:6])[N:29]([CH3:30])[CH:27]1[CH2:28][C:23]2[C:24]([CH3:32])([CH:19]3[CH:20]([CH2:21][CH:22]=2)[CH:15]2[CH2:14][CH2:13][CH:12]4[CH:11]([CH3:10])[N:34]([CH3:35])[CH2:33][C:16]24[CH2:17][CH2:18]3)[CH2:25][CH2:26]1. The yield is 0.610. (2) The reactants are Cl[C:2]1[CH:7]=[C:6]([C:8]2([C:19]3[CH:24]=[C:23]([CH3:25])[C:22]([O:26][CH:27]([F:29])[F:28])=[C:21]([CH3:30])[N:20]=3)[C:16]3[C:11](=[C:12]([F:17])[CH:13]=[CH:14][CH:15]=3)[C:10]([NH2:18])=[N:9]2)[CH:5]=[CH:4][N:3]=1.[F:31][C:32]1[CH:33]=[C:34](B(O)O)[CH:35]=[N:36][CH:37]=1.C([O-])([O-])=O.[Na+].[Na+]. The catalyst is COCCOC.C1C=CC([P]([Pd]([P](C2C=CC=CC=2)(C2C=CC=CC=2)C2C=CC=CC=2)([P](C2C=CC=CC=2)(C2C=CC=CC=2)C2C=CC=CC=2)[P](C2C=CC=CC=2)(C2C=CC=CC=2)C2C=CC=CC=2)(C2C=CC=CC=2)C2C=CC=CC=2)=CC=1. The product is [F:28][CH:27]([F:29])[O:26][C:22]1[C:23]([CH3:25])=[CH:24][C:19]([C:8]2([C:6]3[CH:5]=[CH:4][N:3]=[C:2]([C:34]4[CH:35]=[N:36][CH:37]=[C:32]([F:31])[CH:33]=4)[CH:7]=3)[C:16]3[C:11](=[C:12]([F:17])[CH:13]=[CH:14][CH:15]=3)[C:10]([NH2:18])=[N:9]2)=[N:20][C:21]=1[CH3:30]. The yield is 0.140. (3) The catalyst is CN(C=O)C.CCOC(C)=O. The reactants are [F:1][C:2]1[C:7]([CH:8]2[CH2:12][NH:11][C:10](=[O:13])[CH2:9]2)=[CH:6][CH:5]=[CH:4][N:3]=1.I[CH3:15].[H-].[Na+]. The product is [F:1][C:2]1[C:7]([CH:8]2[CH2:12][N:11]([CH3:15])[C:10](=[O:13])[CH2:9]2)=[CH:6][CH:5]=[CH:4][N:3]=1. The yield is 0.830. (4) The reactants are N[CH2:2][C:3]([C:6]1[NH:7][C:8]2[C:13]([CH:14]=1)=[CH:12][C:11]([NH:15][C:16]([C:18]1([C:21]3[CH:29]=[CH:28][C:24]4[O:25][CH2:26][O:27][C:23]=4[CH:22]=3)[CH2:20][CH2:19]1)=[O:17])=[CH:10][CH:9]=2)(C)[CH3:4].C(=O)([O-])[O-].[K+].[K+].IC.O.[CH3:39][N:40]([CH:42]=O)[CH3:41]. The product is [O:25]1[C:24]2[CH:28]=[CH:29][C:21]([C:18]3([C:16]([NH:15][C:11]4[CH:12]=[C:13]5[C:8](=[CH:9][CH:10]=4)[NH:7][C:6]([C:3]([CH3:4])([CH3:2])[CH2:42][N:40]([CH3:39])[CH3:41])=[CH:14]5)=[O:17])[CH2:20][CH2:19]3)=[CH:22][C:23]=2[O:27][CH2:26]1. No catalyst specified. The yield is 0.330.